From a dataset of Reaction yield outcomes from USPTO patents with 853,638 reactions. Predict the reaction yield, written as a fraction of the theoretical maximum amount of product (1.0 means a 100% yield; for example, 0.34 means a 34% yield). (1) The yield is 0.660. The catalyst is [Ru]([O-])(=O)(=O)=O.C([N+](CCC)(CCC)CCC)CC.C(#N)C. The product is [Si:4]([O:11][CH2:12][CH2:13][CH:14]=[O:15])([C:7]([CH3:10])([CH3:9])[CH3:8])([CH3:6])[CH3:5]. The reactants are C(Cl)Cl.[Si:4]([O:11][CH2:12][CH2:13][CH2:14][OH:15])([C:7]([CH3:10])([CH3:9])[CH3:8])([CH3:6])[CH3:5].C[N+]1([O-])CCOCC1. (2) The reactants are [CH2:1]([C:3]1[C:4](O)=[N:5][C:6]([CH3:11])=[C:7]([CH:10]=1)[C:8]#[N:9])[CH3:2].P(Br)(Br)([Br:15])=O.BrP(Br)Br.O. The catalyst is C(Cl)Cl. The product is [Br:15][C:4]1[C:3]([CH2:1][CH3:2])=[CH:10][C:7]([C:8]#[N:9])=[C:6]([CH3:11])[N:5]=1. The yield is 0.940. (3) The reactants are [C:1]([Cl:4])(=O)C.Cl.[Cl:6][C:7]1[CH:15]=[C:14]([F:16])[C:13]([NH:17][NH2:18])=[CH:12][C:8]=1[C:9]([OH:11])=[O:10]. The catalyst is CO. The product is [ClH:4].[Cl:6][C:7]1[CH:15]=[C:14]([F:16])[C:13]([NH:17][NH2:18])=[CH:12][C:8]=1[C:9]([O:11][CH3:1])=[O:10]. The yield is 1.00. (4) The reactants are [CH2:1]([C:3]1[CH:4]=[N:5][N:6]([CH3:17])[C:7]=1[C:8]1[CH:9]=[C:10]([C:13]([O:15][CH3:16])=[O:14])[S:11][CH:12]=1)[CH3:2].C1C(=O)N([Cl:25])C(=O)C1. The catalyst is CN(C)C=O. The product is [Cl:25][C:4]1[C:3]([CH2:1][CH3:2])=[C:7]([C:8]2[CH:9]=[C:10]([C:13]([O:15][CH3:16])=[O:14])[S:11][CH:12]=2)[N:6]([CH3:17])[N:5]=1. The yield is 0.560.